Dataset: Full USPTO retrosynthesis dataset with 1.9M reactions from patents (1976-2016). Task: Predict the reactants needed to synthesize the given product. (1) Given the product [CH2:11]([N:18]1[CH2:19][CH2:20][N:21]([C:24]2[CH:25]=[CH:26][C:27]([N:28]3[CH2:7][CH2:6][NH:5][CH2:4][CH2:3]3)=[CH:29][CH:30]=2)[CH2:22][CH2:23]1)[C:12]1[CH:13]=[CH:14][CH:15]=[CH:16][CH:17]=1, predict the reactants needed to synthesize it. The reactants are: Cl.Cl[CH2:3][CH2:4][NH:5][CH2:6][CH2:7]Cl.[I-].[Na+].[CH2:11]([N:18]1[CH2:23][CH2:22][N:21]([C:24]2[CH:30]=[CH:29][C:27]([NH2:28])=[CH:26][CH:25]=2)[CH2:20][CH2:19]1)[C:12]1[CH:17]=[CH:16][CH:15]=[CH:14][CH:13]=1. (2) Given the product [OH:14][CH2:13][CH2:15][NH:16][C:2]1[CH:9]=[CH:8][C:5]([C:6]#[N:7])=[CH:4][C:3]=1[N+:10]([O-:12])=[O:11], predict the reactants needed to synthesize it. The reactants are: Cl[C:2]1[CH:9]=[CH:8][C:5]([C:6]#[N:7])=[CH:4][C:3]=1[N+:10]([O-:12])=[O:11].[CH2:13]([CH2:15][NH2:16])[OH:14].